Dataset: Full USPTO retrosynthesis dataset with 1.9M reactions from patents (1976-2016). Task: Predict the reactants needed to synthesize the given product. (1) Given the product [F:18][C:17]([F:20])([F:19])[O:16][C:4]1[CH:3]=[C:2]([C:26]2[CH:27]=[CH:28][C:23]([C:22]([F:33])([F:32])[F:21])=[CH:24][CH:25]=2)[C:10]2[N:9]3[CH2:11][CH2:12][NH:13][C:14](=[O:15])[C:8]3=[CH:7][C:6]=2[CH:5]=1, predict the reactants needed to synthesize it. The reactants are: Br[C:2]1[C:10]2[N:9]3[CH2:11][CH2:12][NH:13][C:14](=[O:15])[C:8]3=[CH:7][C:6]=2[CH:5]=[C:4]([O:16][C:17]([F:20])([F:19])[F:18])[CH:3]=1.[F:21][C:22]([F:33])([F:32])[C:23]1[CH:28]=[CH:27][C:26](B(O)O)=[CH:25][CH:24]=1. (2) Given the product [Cl:1][C:2]1[CH:3]=[CH:4][C:5]([C@@H:8]([C:24]2[CH:29]=[CH:28][CH:27]=[CH:26][N:25]=2)[O:9][CH:10]2[CH2:15][CH2:14][N:13]([CH2:16][CH2:17][CH2:18][C:19]([OH:21])=[O:20])[CH2:12][CH2:11]2)=[CH:6][CH:7]=1, predict the reactants needed to synthesize it. The reactants are: [Cl:1][C:2]1[CH:7]=[CH:6][C:5]([C@@H:8]([C:24]2[CH:29]=[CH:28][CH:27]=[CH:26][N:25]=2)[O:9][CH:10]2[CH2:15][CH2:14][N:13]([CH2:16][CH2:17][CH2:18][C:19]([O:21]CC)=[O:20])[CH2:12][CH2:11]2)=[CH:4][CH:3]=1.[OH-].[Na+].Cl. (3) Given the product [CH3:1][C:2]1[N:3]=[C:4]([C:10]2[CH:15]=[CH:14][C:13]([C:16]([F:19])([F:18])[F:17])=[CH:12][CH:11]=2)[S:5][C:6]=1[C:7](=[O:9])[CH3:8], predict the reactants needed to synthesize it. The reactants are: [CH3:1][C:2]1[N:3]=[C:4]([C:10]2[CH:15]=[CH:14][C:13]([C:16]([F:19])([F:18])[F:17])=[CH:12][CH:11]=2)[S:5][C:6]=1[CH:7]([OH:9])[CH3:8]. (4) Given the product [CH2:1]([N:8]1[C:16]2[C:11](=[N:12][C:13]([Cl:17])=[CH:14][CH:15]=2)[CH:10]=[C:9]1[C:24]1[N:25]=[CH:26][N:27]([C:29]([C:30]2[CH:35]=[CH:34][CH:33]=[CH:32][CH:31]=2)([C:42]2[CH:43]=[CH:44][CH:45]=[CH:46][CH:47]=2)[C:36]2[CH:37]=[CH:38][CH:39]=[CH:40][CH:41]=2)[CH:28]=1)[C:2]1[CH:7]=[CH:6][CH:5]=[CH:4][CH:3]=1, predict the reactants needed to synthesize it. The reactants are: [CH2:1]([N:8]1[C:16]2[C:11](=[N:12][C:13]([Cl:17])=[CH:14][CH:15]=2)[CH:10]=[C:9]1Br)[C:2]1[CH:7]=[CH:6][CH:5]=[CH:4][CH:3]=1.C([Sn](CCCC)(CCCC)[C:24]1[N:25]=[CH:26][N:27]([C:29]([C:42]2[CH:47]=[CH:46][CH:45]=[CH:44][CH:43]=2)([C:36]2[CH:41]=[CH:40][CH:39]=[CH:38][CH:37]=2)[C:30]2[CH:35]=[CH:34][CH:33]=[CH:32][CH:31]=2)[CH:28]=1)CCC.